From a dataset of Catalyst prediction with 721,799 reactions and 888 catalyst types from USPTO. Predict which catalyst facilitates the given reaction. (1) Reactant: [CH:1]([C:4]1[CH:8]=[CH:7][N:6]([C:9]2[N:18]=[C:17]([O:19][CH:20]3[CH2:37][CH:36]4[CH:22]([C:23](=[O:43])[N:24]([CH3:42])[CH2:25][CH2:26][CH2:27][CH2:28][CH:29]=[CH:30][CH:31]5[C:33]([C:39](O)=[O:40])([NH:34][C:35]4=[O:38])[CH2:32]5)[CH2:21]3)[C:16]3[C:11](=[C:12]([CH3:46])[C:13]([O:44][CH3:45])=[CH:14][CH:15]=3)[N:10]=2)[N:5]=1)([CH3:3])[CH3:2].C(N1C=CN=C1)(N1C=CN=C1)=O.[CH:59]1([S:62]([NH2:65])(=[O:64])=[O:63])[CH2:61][CH2:60]1.C1CCN2C(=NCCC2)CC1. Product: [CH:1]([C:4]1[CH:8]=[CH:7][N:6]([C:9]2[N:18]=[C:17]([O:19][CH:20]3[CH2:37][CH:36]4[CH:22]([C:23](=[O:43])[N:24]([CH3:42])[CH2:25][CH2:26][CH2:27][CH2:28][CH:29]=[CH:30][CH:31]5[C:33]([C:39]([NH:65][S:62]([CH:59]6[CH2:61][CH2:60]6)(=[O:64])=[O:63])=[O:40])([NH:34][C:35]4=[O:38])[CH2:32]5)[CH2:21]3)[C:16]3[C:11](=[C:12]([CH3:46])[C:13]([O:44][CH3:45])=[CH:14][CH:15]=3)[N:10]=2)[N:5]=1)([CH3:3])[CH3:2]. The catalyst class is: 1. (2) Reactant: [OH:1][CH2:2][C:3]1[O:7][N:6]=[C:5]([C:8]2[CH:9]=[CH:10][C:11]([CH3:22])=[C:12]([NH:14]C(=O)OC(C)(C)C)[CH:13]=2)[N:4]=1.CCN(C(C)C)C(C)C.CS(Cl)(=O)=O.C([O-])([O-])=O.[K+].[K+].[F:43][C:44]1([F:51])[C:47]([F:49])([F:48])[CH2:46][CH:45]1O. Product: [CH3:22][C:11]1[CH:10]=[CH:9][C:8]([C:5]2[N:4]=[C:3]([CH2:2][O:1][CH:46]3[CH2:45][C:44]([F:51])([F:43])[C:47]3([F:49])[F:48])[O:7][N:6]=2)=[CH:13][C:12]=1[NH2:14]. The catalyst class is: 46. (3) Reactant: [OH-].[Na+].[CH3:3][O:4][C:5]1[N:10]=[CH:9][C:8]([CH:11](C(OCC)=O)[C:12]([O:14]CC)=[O:13])=[CH:7][CH:6]=1.Cl.C([O-])(O)=O.[Na+]. Product: [CH3:3][O:4][C:5]1[N:10]=[CH:9][C:8]([CH2:11][C:12]([OH:14])=[O:13])=[CH:7][CH:6]=1. The catalyst class is: 6. (4) Reactant: [NH:1]1[C@@H:9]2[C@@H:4]([CH2:5][CH2:6][CH2:7][CH2:8]2)[CH2:3][C@H:2]1[C:10]([O:12][CH2:13][C:14]1[CH:19]=[CH:18][CH:17]=[CH:16][CH:15]=1)=[O:11].C(N(C(C)C)CC)(C)C.[C:29]1([CH3:44])[CH:34]=[CH:33][C:32]([S:35]([O:38][C@H:39]([CH3:43])[C:40](Cl)=[O:41])(=[O:37])=[O:36])=[CH:31][CH:30]=1. Product: [C:29]1([CH3:44])[CH:30]=[CH:31][C:32]([S:35]([O:38][C@H:39]([CH3:43])[C:40]([N:1]2[C@@H:9]3[C@@H:4]([CH2:5][CH2:6][CH2:7][CH2:8]3)[CH2:3][C@H:2]2[C:10]([O:12][CH2:13][C:14]2[CH:19]=[CH:18][CH:17]=[CH:16][CH:15]=2)=[O:11])=[O:41])(=[O:36])=[O:37])=[CH:33][CH:34]=1. The catalyst class is: 4.